The task is: Predict which catalyst facilitates the given reaction.. This data is from Catalyst prediction with 721,799 reactions and 888 catalyst types from USPTO. (1) Reactant: [C:1]([O:5][C:6]([C:8]1([NH:19][S:20]([C:23]2[S:24][C:25]([C:28]3[CH:33]=[CH:32][C:31]([Cl:34])=[CH:30][CH:29]=3)=[CH:26][CH:27]=2)(=[O:22])=[O:21])[CH2:10][C:9]1([CH2:17][NH2:18])[C:11]1[CH:16]=[CH:15][CH:14]=[CH:13][CH:12]=1)=[O:7])([CH3:4])([CH3:3])[CH3:2].[CH3:35][C:36]([CH3:38])=O.C(O[BH-](OC(=O)C)OC(=O)C)(=O)C.[Na+].C(=O)([O-])O.[Na+]. Product: [C:1]([O:5][C:6]([C:8]1([NH:19][S:20]([C:23]2[S:24][C:25]([C:28]3[CH:33]=[CH:32][C:31]([Cl:34])=[CH:30][CH:29]=3)=[CH:26][CH:27]=2)(=[O:22])=[O:21])[CH2:10][C:9]1([CH2:17][NH:18][CH:36]([CH3:38])[CH3:35])[C:11]1[CH:12]=[CH:13][CH:14]=[CH:15][CH:16]=1)=[O:7])([CH3:4])([CH3:2])[CH3:3]. The catalyst class is: 506. (2) Reactant: C([O:5][C:6](=[O:20])[C:7]([S:10][C:11]1[S:12][CH:13]=[C:14]([CH2:16][C:17](O)=O)[N:15]=1)([CH3:9])[CH3:8])(C)(C)C.[NH2:21][C:22]1[CH:27]=[CH:26][CH:25]=[CH:24][N:23]=1.F[C:29](F)(F)[C:30](O)=O. Product: [CH2:24]([N:21]([C:22]1[CH:27]=[CH:26][CH:25]=[CH:24][N:23]=1)[CH2:17][CH2:16][C:14]1[N:15]=[C:11]([S:10][C:7]([CH3:8])([CH3:9])[C:6]([OH:5])=[O:20])[S:12][CH:13]=1)[CH2:25][CH2:26][CH2:27][CH2:22][CH2:29][CH3:30]. The catalyst class is: 4. (3) Reactant: [C:1]([C:5]1[S:9][C:8]([NH2:10])=[N:7][CH:6]=1)([CH3:4])([CH3:3])[CH3:2].C(Cl)Cl.C[OH:15]. The catalyst class is: 639. Product: [NH4+:7].[OH-:15].[CH2:6]([N:7]1[CH:6]=[C:5]([C:1]([CH3:4])([CH3:3])[CH3:2])[S:9][C:8]1=[NH:10])[CH2:5][C:1]#[CH:2].